Dataset: Peptide-MHC class I binding affinity with 185,985 pairs from IEDB/IMGT. Task: Regression. Given a peptide amino acid sequence and an MHC pseudo amino acid sequence, predict their binding affinity value. This is MHC class I binding data. The peptide sequence is CVRLNNPVIL. The MHC is HLA-A02:01 with pseudo-sequence HLA-A02:01. The binding affinity (normalized) is 0.122.